This data is from Forward reaction prediction with 1.9M reactions from USPTO patents (1976-2016). The task is: Predict the product of the given reaction. Given the reactants Br[C:2]1[C:3]2[N:4]([C:10]([C:13]([NH:15][C:16]3[CH:21]=[CH:20][N:19]=[CH:18][CH:17]=3)=[O:14])=[CH:11][N:12]=2)[N:5]=[C:6](Cl)[C:7]=1[CH3:8].ClC1C(C)=[C:25](Cl)[C:26]2[N:27](C(C(NC3C=CN=CC=3)=O)=CN=2)N=1.[CH3:43][C:44]1[CH:45]=[CH:46][C:47]([NH2:50])=[N:48][CH:49]=1.C[Si]([NH-])(C)C.C[Si]([NH-:60])(C)C.[Li+].[Li+].[CH2:63]1[CH2:67]O[CH2:65][CH2:64]1, predict the reaction product. The product is: [NH2:60][C@H:63]1[CH2:67][CH2:25][C@H:26]([NH:27][C:6]2[C:7]([CH3:8])=[C:2]([NH:50][C:47]3[CH:46]=[CH:45][C:44]([CH3:43])=[CH:49][N:48]=3)[C:3]3[N:4]([C:10]([C:13]([NH:15][C:16]4[CH:21]=[CH:20][N:19]=[CH:18][CH:17]=4)=[O:14])=[CH:11][N:12]=3)[N:5]=2)[CH2:65][CH2:64]1.